This data is from Full USPTO retrosynthesis dataset with 1.9M reactions from patents (1976-2016). The task is: Predict the reactants needed to synthesize the given product. (1) The reactants are: CS(C1SC2C=CC=CC=2N=1)=O.[N:13]1[C:21]2[C:16](=[N:17][CH:18]=[CH:19][CH:20]=2)[N:15]([CH2:22][C:23]2[CH:35]=[CH:34][C:26]3[N:27]=[C:28](S(C)(=O)=O)[S:29][C:25]=3[CH:24]=2)[CH:14]=1.[NH2:36][CH2:37][C:38]1([OH:44])[CH2:43][CH2:42][CH2:41][CH2:40][CH2:39]1.CCN(C(C)C)C(C)C. Given the product [N:13]1[C:21]2[C:16](=[N:17][CH:18]=[CH:19][CH:20]=2)[N:15]([CH2:22][C:23]2[CH:35]=[CH:34][C:26]3[N:27]=[C:28]([NH:36][CH2:37][C:38]4([OH:44])[CH2:43][CH2:42][CH2:41][CH2:40][CH2:39]4)[S:29][C:25]=3[CH:24]=2)[CH:14]=1, predict the reactants needed to synthesize it. (2) Given the product [C:18]1(/[C:15](=[N:4]/[NH:3][C:5]2[CH:10]=[CH:9][C:8]([S:11]([OH:14])(=[O:12])=[O:13])=[CH:7][CH:6]=2)/[CH3:16])[CH:23]=[CH:22][CH:21]=[CH:20][CH:19]=1, predict the reactants needed to synthesize it. The reactants are: [OH-].[Na+].[NH:3]([C:5]1[CH:10]=[CH:9][C:8]([S:11]([OH:14])(=[O:13])=[O:12])=[CH:7][CH:6]=1)[NH2:4].[C:15]([C:18]1[CH:23]=[CH:22][CH:21]=[CH:20][CH:19]=1)(=O)[CH3:16]. (3) Given the product [Br:25][CH2:9][C:10]1[CH:11]=[C:12]([CH:16]=[O:17])[O:13][C:14]=1[CH3:15], predict the reactants needed to synthesize it. The reactants are: [Si](O[CH2:9][C:10]1[CH:11]=[C:12]([CH:16]=[O:17])[O:13][C:14]=1[CH3:15])(C(C)(C)C)(C)C.C1COCC1.Cl.P(Br)(Br)[Br:25].